This data is from M1 muscarinic receptor agonist screen with 61,833 compounds. The task is: Binary Classification. Given a drug SMILES string, predict its activity (active/inactive) in a high-throughput screening assay against a specified biological target. (1) The drug is o1c2c(C(N(CCN(C)C)C2=O)c2ccccc2)c(=O)c2c1cccc2. The result is 0 (inactive). (2) The molecule is ClC1=C(N2CCN(CC2)Cc2ccccc2)C(=O)N(C1=O)c1ccc(OC)cc1. The result is 0 (inactive). (3) The drug is O(Cc1c(onc1C)C)C(=O)c1nc2c(cc1)cccc2. The result is 0 (inactive). (4) The drug is S(=O)(=O)(N(c1cc(ccc1)C)C)c1c2nsnc2ccc1. The result is 0 (inactive). (5) The compound is n12C3(N=C(N=c2[nH]c2c1cccc2)N)CCCCC3. The result is 0 (inactive). (6) The drug is O=C1N(CC(C1)c1n(c2c(n1)cccc2)CC(C)=C)Cc1ccccc1. The result is 0 (inactive). (7) The compound is Clc1ccc(C(N2CCN(CC2)C(=O)c2occc2)C(=O)Nc2cc3OCOc3cc2)cc1. The result is 0 (inactive).